From a dataset of PAMPA (Parallel Artificial Membrane Permeability Assay) permeability data from NCATS. Regression/Classification. Given a drug SMILES string, predict its absorption, distribution, metabolism, or excretion properties. Task type varies by dataset: regression for continuous measurements (e.g., permeability, clearance, half-life) or binary classification for categorical outcomes (e.g., BBB penetration, CYP inhibition). Dataset: pampa_ncats. (1) The compound is CC1=CC2=C(N=C(C=C2N1CCN(C)C)C3=C(ON=C3C)C)C4=CC(=C(C=C4)OC)OC. The result is 1 (high permeability). (2) The molecule is CCN(CC)CCNC(=O)C1=C(NC(=C1C)/C=C\2/C3=C(C=CC(=C3)F)NC2=O)C. The result is 1 (high permeability). (3) The drug is CCCCCN1C2=CC=CC=C2N=C1CCCNC(=O)C3=CC=CC=C3OC. The result is 1 (high permeability).